The task is: Predict which catalyst facilitates the given reaction.. This data is from Catalyst prediction with 721,799 reactions and 888 catalyst types from USPTO. (1) Reactant: [OH:1][C:2]1[CH:11]=[CH:10][C:5]([C:6]([NH:8][NH2:9])=O)=[CH:4][CH:3]=1.I.CS[C:15](=[NH:28])[NH:16][C:17]1[CH:22]=[CH:21][C:20]([O:23][C:24]([F:27])([F:26])[F:25])=[CH:19][CH:18]=1. Product: [F:25][C:24]([F:26])([F:27])[O:23][C:20]1[CH:19]=[CH:18][C:17]([NH:16][C:15]2[NH:28][C:6]([C:5]3[CH:10]=[CH:11][C:2]([OH:1])=[CH:3][CH:4]=3)=[N:8][N:9]=2)=[CH:22][CH:21]=1. The catalyst class is: 17. (2) Reactant: S(S([O-])=O)([O-])=O.[Na+].[Na+].[Cl:9][C:10]1[CH:11]=[CH:12][C:13]([N+:18]([O-])=O)=[C:14]([O:16][CH3:17])[CH:15]=1.C(=O)([O-])O.[K+].Cl. Product: [Cl:9][C:10]1[CH:11]=[CH:12][C:13]([NH2:18])=[C:14]([O:16][CH3:17])[CH:15]=1. The catalyst class is: 24. (3) Reactant: Cl[C:2]1[C:3]2[CH:12]=[CH:11][NH:10][C:4]=2[N:5]=[C:6]([O:8][CH3:9])[N:7]=1. Product: [CH3:9][O:8][C:6]1[N:7]=[CH:2][C:3]2[CH2:12][CH2:11][NH:10][C:4]=2[N:5]=1. The catalyst class is: 19. (4) Reactant: [NH2:1][C:2]1[CH:10]=[CH:9][C:5]2[N:6]=[CH:7][S:8][C:4]=2[CH:3]=1.N1C=CC=CC=1.Cl[C:18]([O:20][CH2:21][C:22]([Cl:25])([Cl:24])[Cl:23])=[O:19].O. Product: [S:8]1[C:4]2[CH:3]=[C:2]([NH:1][C:18](=[O:19])[O:20][CH2:21][C:22]([Cl:25])([Cl:24])[Cl:23])[CH:10]=[CH:9][C:5]=2[N:6]=[CH:7]1. The catalyst class is: 7. (5) The catalyst class is: 214. Reactant: FC(F)(F)C(O)=O.[CH3:8][C:9]1[C:18]2[CH:17]=[N:16][C:15]([NH:19][C@H:20]3[CH2:25][CH2:24][CH2:23][CH2:22][C@H:21]3[NH2:26])=[N:14][C:13]=2[C:12]([C:27]2[C:35]3[C:30](=[CH:31][C:32]([C:36]([F:39])([F:38])[F:37])=[CH:33][CH:34]=3)[N:29](S(C3C=CC(C)=CC=3)(=O)=O)[CH:28]=2)=[CH:11][N:10]=1.[OH-].[Na+]. Product: [CH3:8][C:9]1[C:18]2[CH:17]=[N:16][C:15]([NH:19][C@H:20]3[CH2:25][CH2:24][CH2:23][CH2:22][C@H:21]3[NH2:26])=[N:14][C:13]=2[C:12]([C:27]2[C:35]3[C:30](=[CH:31][C:32]([C:36]([F:39])([F:37])[F:38])=[CH:33][CH:34]=3)[NH:29][CH:28]=2)=[CH:11][N:10]=1. (6) Reactant: [C:1]1([C:7]2([C:17]3[CH:22]=[CH:21][CH:20]=[CH:19][CH:18]=3)[CH:11]3[CH2:12][NH:13][CH2:14][CH2:15][N:10]3[C:9](=[O:16])[O:8]2)[CH:6]=[CH:5][CH:4]=[CH:3][CH:2]=1.C(O)(=O)C.[CH2:27]([N:34]1[CH2:39][CH2:38][C:37](=O)[CH2:36][CH2:35]1)[C:28]1[CH:33]=[CH:32][CH:31]=[CH:30][CH:29]=1.C(O[BH-](OC(=O)C)OC(=O)C)(=O)C.[Na+]. Product: [C:17]1([C:7]2([C:1]3[CH:6]=[CH:5][CH:4]=[CH:3][CH:2]=3)[CH:11]3[CH2:12][N:13]([CH:37]4[CH2:36][CH2:35][N:34]([CH2:27][C:28]5[CH:33]=[CH:32][CH:31]=[CH:30][CH:29]=5)[CH2:39][CH2:38]4)[CH2:14][CH2:15][N:10]3[C:9](=[O:16])[O:8]2)[CH:18]=[CH:19][CH:20]=[CH:21][CH:22]=1. The catalyst class is: 30.